Predict the reactants needed to synthesize the given product. From a dataset of Full USPTO retrosynthesis dataset with 1.9M reactions from patents (1976-2016). Given the product [Br:26][C:9]1[C:10]([C:14]2[CH:15]=[CH:16][C:17]([C:20]([F:22])([F:21])[F:23])=[CH:18][CH:19]=2)=[N:11][N:12]([CH3:13])[C:8]=1[C:7]([CH3:25])([CH3:24])[O:6][SiH2:5][C:1]([CH3:4])([CH3:2])[CH3:3], predict the reactants needed to synthesize it. The reactants are: [C:1]([SiH2:5][O:6][C:7]([CH3:25])([CH3:24])[C:8]1[N:12]([CH3:13])[N:11]=[C:10]([C:14]2[CH:19]=[CH:18][C:17]([C:20]([F:23])([F:22])[F:21])=[CH:16][CH:15]=2)[CH:9]=1)([CH3:4])([CH3:3])[CH3:2].[Br:26]Br.C(=O)([O-])[O-].[Na+].[Na+].